Dataset: Full USPTO retrosynthesis dataset with 1.9M reactions from patents (1976-2016). Task: Predict the reactants needed to synthesize the given product. (1) The reactants are: Cl[C:2]([O:4][CH3:5])=[O:3].[NH2:6][C:7]1[CH:8]=[C:9]([NH:27]C(=O)OCC2C=CC=CC=2)[CH:10]=[N:11][C:12]=1[S:13](=[O:26])(=[O:25])[NH:14][C:15]1[CH:16]=[CH:17][C:18]2[CH2:22][O:21][B:20]([OH:23])[C:19]=2[CH:24]=1. Given the product [NH2:27][C:9]1[CH:8]=[C:7]([NH:6][C:2](=[O:3])[O:4][CH3:5])[C:12]([S:13](=[O:25])(=[O:26])[NH:14][C:15]2[CH:16]=[CH:17][C:18]3[CH2:22][O:21][B:20]([OH:23])[C:19]=3[CH:24]=2)=[N:11][CH:10]=1, predict the reactants needed to synthesize it. (2) Given the product [ClH:35].[NH2:7][CH2:8][C:9]([NH:10][CH2:11][C:12]1[CH:17]=[CH:16][C:15]([C:18]([N:20]2[CH2:29][C:28]3[CH:27]=[N:26][N:25]([CH3:30])[C:24]=3[NH:23][C:22]3[CH:31]=[C:32]([Cl:35])[CH:33]=[CH:34][C:21]2=3)=[O:19])=[CH:14][C:13]=1[F:36])=[O:37], predict the reactants needed to synthesize it. The reactants are: C(OC(=O)[NH:7][CH2:8][C:9](=[O:37])[NH:10][CH2:11][C:12]1[CH:17]=[CH:16][C:15]([C:18]([N:20]2[CH2:29][C:28]3[CH:27]=[N:26][N:25]([CH3:30])[C:24]=3[NH:23][C:22]3[CH:31]=[C:32]([Cl:35])[CH:33]=[CH:34][C:21]2=3)=[O:19])=[CH:14][C:13]=1[F:36])(C)(C)C.Cl.O1CCOCC1. (3) Given the product [Br:21][C:18]1[CH:19]=[CH:20][C:15]([C:13](=[O:14])[CH2:12][CH2:32][C:31]([C:28]2[CH:27]=[CH:26][C:25]([N+:22]([O-:24])=[O:23])=[CH:30][CH:29]=2)=[O:33])=[CH:16][CH:17]=1, predict the reactants needed to synthesize it. The reactants are: C(NCC)C.CC(O)(C)C.Br[CH2:12][C:13]([C:15]1[CH:20]=[CH:19][C:18]([Br:21])=[CH:17][CH:16]=1)=[O:14].[N+:22]([C:25]1[CH:30]=[CH:29][C:28]([C:31](=[O:33])[CH3:32])=[CH:27][CH:26]=1)([O-:24])=[O:23].S(=O)(=O)(O)O. (4) Given the product [CH3:1][O:2][C:3]1[C:4]([C:23]2[N:31]3[C:26]([CH:27]=[N:28][C:29]([S:32][CH3:33])=[N:30]3)=[CH:25][CH:24]=2)=[N:5][CH:6]=[CH:7][CH:8]=1, predict the reactants needed to synthesize it. The reactants are: [CH3:1][O:2][C:3]1[C:4]([Sn](CCCC)(CCCC)CCCC)=[N:5][CH:6]=[CH:7][CH:8]=1.Br[C:23]1[N:31]2[C:26]([CH:27]=[N:28][C:29]([S:32][CH3:33])=[N:30]2)=[CH:25][CH:24]=1.CO.C(Cl)Cl. (5) Given the product [F:1][C:17]1[CH:18]=[C:19]([CH2:20][C:26](=[O:33])[C:27]([O:29][CH2:30][CH3:31])=[O:28])[CH:22]=[CH:23][CH:24]=1, predict the reactants needed to synthesize it. The reactants are: [F:1]C1C=CC=CC=1CC(=O)C(OCC)=O.Br[C:17]1[CH:18]=[C:19]([CH:22]=[CH:23][CH:24]=1)[CH2:20]Br.[Mg].[C:26]([O:33]CC)(=O)[C:27]([O:29][CH2:30][CH3:31])=[O:28]. (6) Given the product [CH3:8][C:9]1[N:10]([NH:20][CH:25]=[NH:26])[CH:11]=[C:12]([C:14]2[CH:15]=[N:16][N:17]([CH3:19])[CH:18]=2)[N:13]=1, predict the reactants needed to synthesize it. The reactants are: FC(F)(F)C(O)=O.[CH3:8][C:9]1[N:10]([NH2:20])[CH:11]=[C:12]([C:14]2[CH:15]=[N:16][N:17]([CH3:19])[CH:18]=2)[N:13]=1.C(O)(=O)C.[CH:25](N)=[NH:26]. (7) Given the product [O:7]=[S:3]1(=[O:8])[N:4]([C:10]2[CH:22]=[CH:21][C:13]([C:14]([O:16][C:17]([CH3:18])([CH3:19])[CH3:20])=[O:15])=[CH:12][CH:11]=2)[CH2:5][CH2:6][O:1][CH2:2]1, predict the reactants needed to synthesize it. The reactants are: [O:1]1[CH2:6][CH2:5][NH:4][S:3](=[O:8])(=[O:7])[CH2:2]1.Br[C:10]1[CH:22]=[CH:21][C:13]([C:14]([O:16][C:17]([CH3:20])([CH3:19])[CH3:18])=[O:15])=[CH:12][CH:11]=1.CC1(C)C2C(=C(P(C3C=CC=CC=3)C3C=CC=CC=3)C=CC=2)OC2C(P(C3C=CC=CC=3)C3C=CC=CC=3)=CC=CC1=2.C(=O)([O-])[O-].[Cs+].[Cs+]. (8) Given the product [Cl:14][CH:15]1[CH:20]2[CH:18]3[CH:19]2[CH2:21][CH:16]1[CH:17]3[NH:22][C:11]([C:2]1[CH:3]=[N:4][C:5]2[C:10](=[CH:9][CH:8]=[CH:7][CH:6]=2)[N:1]=1)=[O:12], predict the reactants needed to synthesize it. The reactants are: [N:1]1[C:10]2[C:5](=[CH:6][CH:7]=[CH:8][CH:9]=2)[N:4]=[CH:3][C:2]=1[C:11](Cl)=[O:12].[Cl:14][CH:15]1[CH:20]2[CH:18]3[CH:19]2[CH2:21][CH:16]1[CH:17]3[NH2:22].N1C=CC=CC=1. (9) Given the product [CH3:14][O:1][C:2]1[C:7]([N+:8]([O-:10])=[O:9])=[CH:6][CH:5]=[CH:4][C:3]=1[C:11](=[O:13])[CH3:12], predict the reactants needed to synthesize it. The reactants are: [OH:1][C:2]1[C:7]([N+:8]([O-:10])=[O:9])=[CH:6][CH:5]=[CH:4][C:3]=1[C:11](=[O:13])[CH3:12].[C:14](=O)([O-])[O-].[K+].[K+].IC.Cl.